From a dataset of Full USPTO retrosynthesis dataset with 1.9M reactions from patents (1976-2016). Predict the reactants needed to synthesize the given product. (1) Given the product [Br:19][C:20]1[C:32]([CH3:33])=[CH:31][C:23]([O:24][C@@H:25]([CH2:29][CH2:28][OH:27])[C:26]([NH:1][CH:2]2[CH2:3][CH2:4][N:5]([C:8]([O:10][C:11]([CH3:14])([CH3:13])[CH3:12])=[O:9])[CH2:6][CH2:7]2)=[O:30])=[C:22]([F:34])[CH:21]=1, predict the reactants needed to synthesize it. The reactants are: [NH2:1][CH:2]1[CH2:7][CH2:6][N:5]([C:8]([O:10][C:11]([CH3:14])([CH3:13])[CH3:12])=[O:9])[CH2:4][CH2:3]1.C[Al](C)C.[Br:19][C:20]1[C:32]([CH3:33])=[CH:31][C:23]([O:24][C@H:25]2[CH2:29][CH2:28][O:27][C:26]2=[O:30])=[C:22]([F:34])[CH:21]=1. (2) Given the product [CH3:1][O:2][C:3](=[O:33])[C:4]1[CH:9]=[CH:8][C:7]([CH2:10][N:11]2[CH:15]=[C:14]([C:16]3[CH:21]=[CH:20][C:19]([Cl:22])=[CH:18][C:17]=3[Cl:23])[N:13]=[C:12]2/[CH:24]=[CH:25]/[C:26]2[CH:27]=[CH:28][C:29]([NH:32][S:42]([C:39]3[CH:38]=[CH:37][C:36]([C:35]([F:34])([F:46])[F:47])=[CH:41][CH:40]=3)(=[O:44])=[O:43])=[CH:30][CH:31]=2)=[CH:6][CH:5]=1, predict the reactants needed to synthesize it. The reactants are: [CH3:1][O:2][C:3](=[O:33])[C:4]1[CH:9]=[CH:8][C:7]([CH2:10][N:11]2[CH:15]=[C:14]([C:16]3[CH:21]=[CH:20][C:19]([Cl:22])=[CH:18][C:17]=3[Cl:23])[N:13]=[C:12]2/[CH:24]=[CH:25]/[C:26]2[CH:31]=[CH:30][C:29]([NH2:32])=[CH:28][CH:27]=2)=[CH:6][CH:5]=1.[F:34][C:35]([F:47])([F:46])[C:36]1[CH:41]=[CH:40][C:39]([S:42](Cl)(=[O:44])=[O:43])=[CH:38][CH:37]=1.